Task: Predict which catalyst facilitates the given reaction.. Dataset: Catalyst prediction with 721,799 reactions and 888 catalyst types from USPTO The catalyst class is: 3. Reactant: Cl.[Cl:2][C:3]1[C:4]([F:19])=[C:5]([CH:16]=[CH:17][CH:18]=1)[CH2:6][NH:7][C:8]([C@@H:10]1[CH2:14][C@@H:13]([F:15])[CH2:12][NH:11]1)=[O:9].[C:20]([C:23]1[C:31]2[C:26](=[CH:27][CH:28]=[C:29]([OH:32])[CH:30]=2)[N:25]([CH2:33][C:34](O)=[O:35])[CH:24]=1)(=[O:22])[CH3:21].CN(C(ON1N=NC2C=CC=NC1=2)=[N+](C)C)C.F[P-](F)(F)(F)(F)F.CCN(C(C)C)C(C)C. Product: [C:20]([C:23]1[C:31]2[C:26](=[CH:27][CH:28]=[C:29]([OH:32])[CH:30]=2)[N:25]([CH2:33][C:34]([N:11]2[CH2:12][C@H:13]([F:15])[CH2:14][C@H:10]2[C:8]([NH:7][CH2:6][C:5]2[CH:16]=[CH:17][CH:18]=[C:3]([Cl:2])[C:4]=2[F:19])=[O:9])=[O:35])[CH:24]=1)(=[O:22])[CH3:21].